This data is from Forward reaction prediction with 1.9M reactions from USPTO patents (1976-2016). The task is: Predict the product of the given reaction. (1) Given the reactants Cl[C:2]1[CH:7]=[C:6]([O:8][C:9]2[C:18]3[C:13](=[CH:14][CH:15]=[CH:16][CH:17]=3)[C:12]([NH:19][C:20](=[O:26])[O:21][C:22]([CH3:25])([CH3:24])[CH3:23])=[CH:11][CH:10]=2)[CH:5]=[CH:4][N:3]=1.[N:27]1[CH:32]=[CH:31][CH:30]=[CH:29][C:28]=1[CH2:33][NH2:34].C([O-])([O-])=O.[Cs+].[Cs+].C1C=CC(P(C2C(C3C(P(C4C=CC=CC=4)C4C=CC=CC=4)=CC=C4C=3C=CC=C4)=C3C(C=CC=C3)=CC=2)C2C=CC=CC=2)=CC=1, predict the reaction product. The product is: [N:27]1[CH:32]=[CH:31][CH:30]=[CH:29][C:28]=1[CH2:33][NH:34][C:2]1[CH:7]=[C:6]([O:8][C:9]2[C:18]3[C:13](=[CH:14][CH:15]=[CH:16][CH:17]=3)[C:12]([NH:19][C:20](=[O:26])[O:21][C:22]([CH3:23])([CH3:25])[CH3:24])=[CH:11][CH:10]=2)[CH:5]=[CH:4][N:3]=1. (2) Given the reactants [Br:1][C:2]1[C:3]([F:14])=[C:4]([CH:11]=[CH:12][CH:13]=1)[C:5](N(OC)C)=[O:6].[CH3:15][C:16]1[CH:21]=[C:20]([O:22][CH3:23])[CH:19]=[CH:18][C:17]=1[Mg]Br, predict the reaction product. The product is: [Br:1][C:2]1[C:3]([F:14])=[C:4]([C:5]([C:17]2[CH:18]=[CH:19][C:20]([O:22][CH3:23])=[CH:21][C:16]=2[CH3:15])=[O:6])[CH:11]=[CH:12][CH:13]=1. (3) Given the reactants [Cl:1][C:2]1[C:3]([F:31])=[C:4]([CH:8]2[C:12]([C:15]3[CH:20]=[CH:19][C:18]([Cl:21])=[CH:17][C:16]=3[F:22])([C:13]#[N:14])[CH:11]([CH2:23][C:24]([CH3:27])([CH3:26])[CH3:25])[NH:10][CH:9]2[C:28](O)=[O:29])[CH:5]=[CH:6][CH:7]=1.[CH3:32][O:33][C:34]1[CH:39]=[C:38]([NH2:40])[CH:37]=[CH:36][N:35]=1.CN(C(ON1N=NC2C=CC=NC1=2)=[N+](C)C)C.F[P-](F)(F)(F)(F)F.CCN(C(C)C)C(C)C, predict the reaction product. The product is: [CH3:32][O:33][C:34]1[CH:39]=[C:38]([NH:40][C:28]([CH:9]2[CH:8]([C:4]3[CH:5]=[CH:6][CH:7]=[C:2]([Cl:1])[C:3]=3[F:31])[C:12]([C:15]3[CH:20]=[CH:19][C:18]([Cl:21])=[CH:17][C:16]=3[F:22])([C:13]#[N:14])[CH:11]([CH2:23][C:24]([CH3:27])([CH3:26])[CH3:25])[NH:10]2)=[O:29])[CH:37]=[CH:36][N:35]=1.